Dataset: Peptide-MHC class II binding affinity with 134,281 pairs from IEDB. Task: Regression. Given a peptide amino acid sequence and an MHC pseudo amino acid sequence, predict their binding affinity value. This is MHC class II binding data. (1) The peptide sequence is AAVPAVGAAAGAPAA. The MHC is HLA-DPA10201-DPB11401 with pseudo-sequence HLA-DPA10201-DPB11401. The binding affinity (normalized) is 0.0981. (2) The peptide sequence is AFILDGINLFPKV. The MHC is HLA-DQA10501-DQB10201 with pseudo-sequence HLA-DQA10501-DQB10201. The binding affinity (normalized) is 0.291. (3) The peptide sequence is QIRMAKLLGRDPEQS. The MHC is DRB1_0405 with pseudo-sequence DRB1_0405. The binding affinity (normalized) is 0.198. (4) The peptide sequence is FDPYGATISATPESA. The MHC is HLA-DQA10104-DQB10503 with pseudo-sequence HLA-DQA10104-DQB10503. The binding affinity (normalized) is 0.674. (5) The peptide sequence is LVKTESWILRNPGYALVA. The MHC is DRB1_0404 with pseudo-sequence DRB1_0404. The binding affinity (normalized) is 0.0314. (6) The peptide sequence is MMFLSLGVGADQGCAR. The MHC is DRB3_0301 with pseudo-sequence DRB3_0301. The binding affinity (normalized) is 0.563.